Dataset: Forward reaction prediction with 1.9M reactions from USPTO patents (1976-2016). Task: Predict the product of the given reaction. (1) Given the reactants [F:1][C:2]1[CH:3]=[C:4]([C:8]2[N:17]=[C:16]([C:18](O)=[O:19])[C:15]3[C:10](=[CH:11][CH:12]=[CH:13][CH:14]=3)[N:9]=2)[CH:5]=[CH:6][CH:7]=1.Cl.[OH:22][C:23]1[C:32]([O:33][CH3:34])=[CH:31][CH:30]=[C:29]2[C:24]=1[CH2:25][CH2:26][NH:27][CH2:28]2, predict the reaction product. The product is: [F:1][C:2]1[CH:3]=[C:4]([C:8]2[N:17]=[C:16]([C:18]([N:27]3[CH2:26][CH2:25][C:24]4[C:29](=[CH:30][CH:31]=[C:32]([O:33][CH3:34])[C:23]=4[OH:22])[CH2:28]3)=[O:19])[C:15]3[C:10](=[CH:11][CH:12]=[CH:13][CH:14]=3)[N:9]=2)[CH:5]=[CH:6][CH:7]=1. (2) Given the reactants [O:1]=[C:2]1[NH:6][C:5]2[CH:7]=[CH:8][CH:9]=[CH:10][C:4]=2[N:3]1[CH:11]1[CH2:16][CH2:15][N:14]([C:17]([O:19][CH2:20][C@@H:21]([N:23]([CH2:31][C:32]2[CH:37]=[CH:36][CH:35]=[CH:34][CH:33]=2)[CH2:24][C:25]2[CH:30]=[CH:29][CH:28]=[CH:27][CH:26]=2)[CH3:22])=[O:18])[CH2:13][CH2:12]1.[F:38][C:39]([F:51])([F:50])[C:40]1[CH:45]=[CH:44][C:43]([S:46](Cl)(=[O:48])=[O:47])=[CH:42][CH:41]=1, predict the reaction product. The product is: [O:1]=[C:2]1[N:3]([CH:11]2[CH2:12][CH2:13][N:14]([C:17]([O:19][CH2:20][C@@H:21]([N:23]([CH2:24][C:25]3[CH:26]=[CH:27][CH:28]=[CH:29][CH:30]=3)[CH2:31][C:32]3[CH:37]=[CH:36][CH:35]=[CH:34][CH:33]=3)[CH3:22])=[O:18])[CH2:15][CH2:16]2)[C:4]2[CH:10]=[CH:9][CH:8]=[CH:7][C:5]=2[N:6]1[S:46]([C:43]1[CH:42]=[CH:41][C:40]([C:39]([F:38])([F:50])[F:51])=[CH:45][CH:44]=1)(=[O:48])=[O:47].